From a dataset of Forward reaction prediction with 1.9M reactions from USPTO patents (1976-2016). Predict the product of the given reaction. (1) Given the reactants Br[C:2]1[CH:27]=[CH:26][C:5]([CH2:6][O:7][C:8]2[C:9]([F:25])=[C:10]([C:18]3[N:19]=[CH:20][C:21]([NH2:24])=[N:22][CH:23]=3)[CH:11]=[CH:12][C:13]=2[CH:14]2[CH2:17][CH2:16][CH2:15]2)=[CH:4][CH:3]=1.[NH2:28][C:29]1[N:34]=[CH:33][C:32](B(O)O)=[CH:31][N:30]=1.C([O-])([O-])=O.[Na+].[Na+], predict the reaction product. The product is: [NH2:24][C:21]1[N:22]=[CH:23][C:18]([C:10]2[C:9]([F:25])=[C:8]([C:13]([CH:14]3[CH2:17][CH2:16][CH2:15]3)=[CH:12][CH:11]=2)[O:7][CH2:6][C:5]2[CH:26]=[CH:27][C:2]([C:32]3[CH:31]=[N:30][C:29]([NH2:28])=[N:34][CH:33]=3)=[CH:3][CH:4]=2)=[N:19][CH:20]=1. (2) Given the reactants Cl.[NH:2]([C:4]1[C:13]2[C:8](=[CH:9][CH:10]=[CH:11][CH:12]=2)[CH:7]=[N:6][N:5]=1)[NH2:3].[O:14]=[C:15]([CH2:19][CH2:20][C:21]([OH:23])=[O:22])[C:16](O)=[O:17], predict the reaction product. The product is: [O:14]=[C:15]([CH2:19][CH2:20][C:21]([OH:23])=[O:22])[C:16](=[N:2][NH2:3])[OH:17].[NH:2]([C:4]1[C:13]2[C:8](=[CH:9][CH:10]=[CH:11][CH:12]=2)[CH:7]=[N:6][N:5]=1)[NH2:3]. (3) Given the reactants [Br:1][C:2]1[CH:7]=[CH:6][C:5]([OH:8])=[C:4]([CH3:9])[CH:3]=1.[H-].[Na+].CN(C)C=O.[CH3:17][O:18][C:19](=[O:22])[CH2:20]Br, predict the reaction product. The product is: [CH3:17][O:18][C:19](=[O:22])[CH2:20][O:8][C:5]1[CH:6]=[CH:7][C:2]([Br:1])=[CH:3][C:4]=1[CH3:9].